From a dataset of Forward reaction prediction with 1.9M reactions from USPTO patents (1976-2016). Predict the product of the given reaction. (1) The product is: [C:24]([CH2:23][CH2:22][N:21]([CH2:20][C:18]1[S:19][C:15]([C:13]2[CH:12]=[CH:11][N:10]=[C:9]([NH:8][CH:6]3[CH2:5][C:4]([CH3:27])([CH3:26])[NH:3][C:2]([CH3:28])([CH3:1])[CH2:7]3)[N:14]=2)=[CH:16][CH:17]=1)[C:36](=[O:38])[CH3:37])#[N:25]. Given the reactants [CH3:1][C:2]1([CH3:28])[CH2:7][CH:6]([NH:8][C:9]2[N:14]=[C:13]([C:15]3[S:19][C:18]([CH2:20][NH:21][CH2:22][CH2:23][C:24]#[N:25])=[CH:17][CH:16]=3)[CH:12]=[CH:11][N:10]=2)[CH2:5][C:4]([CH3:27])([CH3:26])[NH:3]1.C(N(CC)CC)C.[C:36](OC(=O)C)(=[O:38])[CH3:37], predict the reaction product. (2) The product is: [OH:7][CH2:6][C:5]1[CH:8]=[CH:9][C:2]([C:28](=[O:14])[CH3:18])=[C:3]([N+:10]([O-:12])=[O:11])[CH:4]=1. Given the reactants F[C:2]1[CH:9]=[CH:8][C:5]([CH2:6][OH:7])=[CH:4][C:3]=1[N+:10]([O-:12])=[O:11].[N+](CC)([O-])=[O:14].[CH2:18]1[CH2:28]CN2C(=NCCC2)CC1, predict the reaction product. (3) Given the reactants Br[C:2]1[C:3]2[C:7]([CH:8]=[CH:9][C:10]=1[F:11])=[N:6][N:5]1[C:12]([CH:17]3[CH2:22][CH2:21][N:20]([C:23]([O:25][C:26]([CH3:29])([CH3:28])[CH3:27])=[O:24])[CH2:19][CH2:18]3)=[CH:13][C:14](=[O:16])[NH:15][C:4]=21.[C:30]1(B(O)O)[CH:35]=[CH:34][CH:33]=[CH:32][CH:31]=1.P([O-])([O-])([O-])=O.[K+].[K+].[K+], predict the reaction product. The product is: [F:11][C:10]1[CH:9]=[CH:8][C:7]2[C:3](=[C:4]3[NH:15][C:14](=[O:16])[CH:13]=[C:12]([CH:17]4[CH2:22][CH2:21][N:20]([C:23]([O:25][C:26]([CH3:29])([CH3:28])[CH3:27])=[O:24])[CH2:19][CH2:18]4)[N:5]3[N:6]=2)[C:2]=1[C:30]1[CH:35]=[CH:34][CH:33]=[CH:32][CH:31]=1. (4) Given the reactants [OH:1][C:2]1[CH:9]=[CH:8][C:7]([N+:10]([O-:12])=[O:11])=[CH:6][C:3]=1[CH:4]=[O:5].[CH2:13](O)[CH2:14][OH:15].O.C1(C)C=CC(S(O)(=O)=O)=CC=1.C(=O)(O)[O-].[Na+], predict the reaction product. The product is: [O:5]1[CH2:13][CH2:14][O:15][CH:4]1[C:3]1[CH:6]=[C:7]([N+:10]([O-:12])=[O:11])[CH:8]=[CH:9][C:2]=1[OH:1]. (5) The product is: [NH2:4][C@:5]1([C:22]([OH:23])=[O:53])[C@@H:9]([CH2:10][CH2:11][CH2:12][B:13]([OH:14])[OH:17])[CH2:8][N:7]([CH2:49][CH:45]2[CH2:46][CH2:47][CH2:48][NH:43][CH2:44]2)[CH2:6]1. Given the reactants C([NH:4][C@:5]1([C:22](NC(C)(C)C)=[O:23])[C@@H:9]([CH2:10][CH2:11][CH2:12][B:13]2[O:17]C(C)(C)C(C)(C)[O:14]2)[CH2:8][NH:7][CH2:6]1)(=O)C.S([O-])([O-])(=O)=O.[Na+].[Na+].C([N:43]1[CH2:48][CH2:47][CH2:46][CH:45]([CH:49]=O)[CH2:44]1)(OC(C)(C)C)=O.C(O[BH-](OC(=O)C)OC(=O)C)(=[O:53])C.[Na+].C(=O)([O-])[O-].[Na+].[Na+], predict the reaction product. (6) Given the reactants [Cl:1][C:2]1[CH:28]=[CH:27][C:5]([CH2:6][N:7]2[C:15]3[C:10](=[CH:11][C:12]([CH:16]=[C:17]4[S:21][C:20](SCCC)=[N:19][C:18]4=[O:26])=[CH:13][CH:14]=3)[CH:9]=[N:8]2)=[C:4]([C:29]([F:32])([F:31])[F:30])[CH:3]=1.[NH:33]1[CH2:39][CH:38]([OH:40])[CH2:37][NH:36][CH2:35][CH2:34]1, predict the reaction product. The product is: [Cl:1][C:2]1[CH:28]=[CH:27][C:5]([CH2:6][N:7]2[C:15]3[C:10](=[CH:11][C:12]([CH:16]=[C:17]4[S:21][C:20]([N:33]5[CH2:39][CH:38]([OH:40])[CH2:37][NH:36][CH2:35][CH2:34]5)=[N:19][C:18]4=[O:26])=[CH:13][CH:14]=3)[CH:9]=[N:8]2)=[C:4]([C:29]([F:32])([F:31])[F:30])[CH:3]=1.